This data is from Peptide-MHC class I binding affinity with 185,985 pairs from IEDB/IMGT. The task is: Regression. Given a peptide amino acid sequence and an MHC pseudo amino acid sequence, predict their binding affinity value. This is MHC class I binding data. (1) The binding affinity (normalized) is 0.446. The MHC is HLA-A30:02 with pseudo-sequence HLA-A30:02. The peptide sequence is AWQAQWNQA. (2) The peptide sequence is LVSSGNTLY. The MHC is HLA-A66:01 with pseudo-sequence HLA-A66:01. The binding affinity (normalized) is 0.213. (3) The peptide sequence is AVSQYCSM. The MHC is H-2-Db with pseudo-sequence H-2-Db. The binding affinity (normalized) is 0. (4) The peptide sequence is SYEDQDALF. The MHC is HLA-A01:01 with pseudo-sequence HLA-A01:01. The binding affinity (normalized) is 0. (5) The peptide sequence is LLTQSNAGF. The MHC is HLA-A01:01 with pseudo-sequence HLA-A01:01. The binding affinity (normalized) is 0.0847.